This data is from Merck oncology drug combination screen with 23,052 pairs across 39 cell lines. The task is: Regression. Given two drug SMILES strings and cell line genomic features, predict the synergy score measuring deviation from expected non-interaction effect. (1) Drug 1: NC1(c2ccc(-c3nc4ccn5c(=O)[nH]nc5c4cc3-c3ccccc3)cc2)CCC1. Drug 2: Cc1nc(Nc2ncc(C(=O)Nc3c(C)cccc3Cl)s2)cc(N2CCN(CCO)CC2)n1. Cell line: OV90. Synergy scores: synergy=58.6. (2) Drug 1: Nc1ccn(C2OC(CO)C(O)C2(F)F)c(=O)n1. Drug 2: CC(C)CC(NC(=O)C(Cc1ccccc1)NC(=O)c1cnccn1)B(O)O. Cell line: CAOV3. Synergy scores: synergy=-0.582. (3) Drug 1: NC1(c2ccc(-c3nc4ccn5c(=O)[nH]nc5c4cc3-c3ccccc3)cc2)CCC1. Drug 2: COC1=C2CC(C)CC(OC)C(O)C(C)C=C(C)C(OC(N)=O)C(OC)C=CC=C(C)C(=O)NC(=CC1=O)C2=O. Cell line: RPMI7951. Synergy scores: synergy=-6.62.